From a dataset of Reaction yield outcomes from USPTO patents with 853,638 reactions. Predict the reaction yield, written as a fraction of the theoretical maximum amount of product (1.0 means a 100% yield; for example, 0.34 means a 34% yield). (1) The reactants are [Br:1][C:2]1[CH:3]=[C:4]([C:8]2[N:9]=[C:10]([CH:13]([NH:20]C(=O)OC(C)(C)C)[CH2:14][CH2:15][CH2:16][CH:17]([CH3:19])[CH3:18])[NH:11][CH:12]=2)[CH:5]=[CH:6][CH:7]=1. The catalyst is C(OCC)(=O)C.Cl. The product is [Br:1][C:2]1[CH:3]=[C:4]([C:8]2[N:9]=[C:10]([CH:13]([NH2:20])[CH2:14][CH2:15][CH2:16][CH:17]([CH3:18])[CH3:19])[NH:11][CH:12]=2)[CH:5]=[CH:6][CH:7]=1. The yield is 0.970. (2) The reactants are N(OCCC(C)C)=O.CS[S:11][CH3:12].[Br:13][C:14]1[CH:20]=[CH:19][C:17](N)=[C:16]([C:21]([F:24])([F:23])[F:22])[CH:15]=1. No catalyst specified. The product is [Br:13][C:14]1[CH:20]=[CH:19][C:17]([S:11][CH3:12])=[C:16]([C:21]([F:22])([F:23])[F:24])[CH:15]=1. The yield is 0.870.